Dataset: Full USPTO retrosynthesis dataset with 1.9M reactions from patents (1976-2016). Task: Predict the reactants needed to synthesize the given product. Given the product [C:7]1([N:14]2[CH2:19][CH2:18][CH2:17][CH2:16][CH2:15]2)[CH:12]=[CH:11][CH:10]=[CH:9][CH:8]=1, predict the reactants needed to synthesize it. The reactants are: CC([O-])(C)C.[Na+].[C:7]1(Cl)[CH:12]=[CH:11][CH:10]=[CH:9][CH:8]=1.[NH:14]1[CH2:19][CH2:18][CH2:17][CH2:16][CH2:15]1.